From a dataset of Forward reaction prediction with 1.9M reactions from USPTO patents (1976-2016). Predict the product of the given reaction. (1) The product is: [CH3:11][S:8]([C:5]1[CH:6]=[CH:7][C:2]([N:17]2[CH2:16][CH2:15][NH:14][C@@H:13]([CH3:12])[CH2:18]2)=[CH:3][CH:4]=1)(=[O:10])=[O:9]. Given the reactants F[C:2]1[CH:7]=[CH:6][C:5]([S:8]([CH3:11])(=[O:10])=[O:9])=[CH:4][CH:3]=1.[CH3:12][C@H:13]1[CH2:18][NH:17][CH2:16][CH2:15][NH:14]1.C(Cl)Cl, predict the reaction product. (2) Given the reactants [CH2:1]([C:4]1([CH:20]([CH3:22])[CH3:21])[O:9][C:8](=[O:10])[N:7]([CH:11]([C:13]2[CH:18]=[CH:17][C:16](Br)=[CH:15][CH:14]=2)[CH3:12])[CH2:6][CH2:5]1)[CH:2]=[CH2:3].[F:23][C:24]1[CH:29]=[C:28]([F:30])[CH:27]=[CH:26][C:25]=1B(O)O.C([O-])([O-])=O.[Cs+].[Cs+], predict the reaction product. The product is: [CH2:1]([C:4]1([CH:20]([CH3:22])[CH3:21])[O:9][C:8](=[O:10])[N:7]([C@H:11]([C:13]2[CH:18]=[CH:17][C:16]([C:27]3[CH:26]=[CH:25][C:24]([F:23])=[CH:29][C:28]=3[F:30])=[CH:15][CH:14]=2)[CH3:12])[CH2:6][CH2:5]1)[CH:2]=[CH2:3]. (3) Given the reactants C1CN([P+](Br)(N2CCCC2)N2CCCC2)CC1.F[P-](F)(F)(F)(F)F.Cl[C:26]1[CH:27]=[C:28]([CH:32]=[CH:33][CH:34]=1)[C:29](O)=O.[C:35]1([C:41]2[CH:45]=[N:44][NH:43][C:42]=2[C:46]2[C:54]3[C:49](=[N+:50]([O-])[CH:51]=[CH:52][CH:53]=3)[NH:48][CH:47]=2)[CH:40]=[CH:39][CH:38]=[CH:37][CH:36]=1.[Si:56]([O:63][CH2:64][CH2:65][NH2:66])([C:59]([CH3:62])([CH3:61])[CH3:60])([CH3:58])[CH3:57], predict the reaction product. The product is: [CH2:29]([N:66]([CH2:65][CH2:64][O:63][Si:56]([C:59]([CH3:62])([CH3:61])[CH3:60])([CH3:58])[CH3:57])[C:51]1[N:50]=[C:49]2[NH:48][CH:47]=[C:46]([C:42]3[NH:43][N:44]=[CH:45][C:41]=3[C:35]3[CH:40]=[CH:39][CH:38]=[CH:37][CH:36]=3)[C:54]2=[CH:53][CH:52]=1)[C:28]1[CH:32]=[CH:33][CH:34]=[CH:26][CH:27]=1. (4) Given the reactants [CH3:1][O:2][CH2:3][CH2:4][O:5][CH2:6][CH2:7][O:8][CH2:9][C:10]([OH:12])=O.[N:13]([CH2:16][CH2:17][CH2:18][CH2:19][CH2:20][NH2:21])=[N+:14]=[N-:15].CCN(C(C)C)C(C)C.CN(C(ON1N=NC2C=CC=CC1=2)=[N+](C)C)C.F[P-](F)(F)(F)(F)F, predict the reaction product. The product is: [N:13]([CH2:16][CH2:17][CH2:18][CH2:19][CH2:20][NH:21][C:10](=[O:12])[CH2:9][O:8][CH2:7][CH2:6][O:5][CH2:4][CH2:3][O:2][CH3:1])=[N+:14]=[N-:15]. (5) Given the reactants [CH:1]([C:4]1[CH:9]=[CH:8][C:7]([C:10]2[C:15]([CH:16]([CH2:21][CH2:22][CH3:23])[C:17]([O:19]C)=[O:18])=[C:14]([CH3:24])[N:13]=[C:12]([C:25]3[CH:30]=[CH:29][CH:28]=[CH:27][CH:26]=3)[N:11]=2)=[CH:6][CH:5]=1)([CH3:3])[CH3:2].[OH-].[Na+], predict the reaction product. The product is: [CH:1]([C:4]1[CH:5]=[CH:6][C:7]([C:10]2[C:15]([CH:16]([CH2:21][CH2:22][CH3:23])[C:17]([OH:19])=[O:18])=[C:14]([CH3:24])[N:13]=[C:12]([C:25]3[CH:26]=[CH:27][CH:28]=[CH:29][CH:30]=3)[N:11]=2)=[CH:8][CH:9]=1)([CH3:2])[CH3:3]. (6) Given the reactants Br[C:2]1[CH:3]=[C:4]([C:9]2[N:13]3[CH:14]=[CH:15][C:16]([C:18]([F:21])([F:20])[F:19])=[N:17][C:12]3=[N:11][CH:10]=2)[CH:5]=[CH:6][C:7]=1[F:8].CC1(C)COB([C:29]2[CH:30]=[N:31][CH:32]=[C:33]([CH3:35])[CH:34]=2)OC1.C(=O)([O-])[O-].[Cs+].[Cs+], predict the reaction product. The product is: [F:8][C:7]1[CH:6]=[CH:5][C:4]([C:9]2[N:13]3[CH:14]=[CH:15][C:16]([C:18]([F:21])([F:20])[F:19])=[N:17][C:12]3=[N:11][CH:10]=2)=[CH:3][C:2]=1[C:29]1[CH:30]=[N:31][CH:32]=[C:33]([CH3:35])[CH:34]=1.